Dataset: Catalyst prediction with 721,799 reactions and 888 catalyst types from USPTO. Task: Predict which catalyst facilitates the given reaction. Reactant: [CH3:1][C:2]1[O:6][N:5]=[C:4]([C:7]2[CH:12]=[CH:11][C:10]([NH2:13])=[CH:9][CH:8]=2)[N:3]=1.COC1C=C(C=CC=1OC)C=O.FC(F)(F)C(O)=O.C(C1C=CC(N[CH:43]([C:59]2[CH:64]=[C:63]([O:65][CH3:66])[C:62]([O:67][CH3:68])=[CH:61][C:60]=2F)[C:44]2NC(=O)N(C3C=CC=CC=3C(O)=O)[N:45]=2)=CC=1)(=N)N.C[Si](C#N)(C)C.C(S([O-])(=O)=O)(F)(F)F.C(S([O-])(=O)=O)(F)(F)F.C(S([O-])(=O)=O)(F)(F)F.[Yb+3]. Product: [CH3:66][O:65][C:63]1[CH:64]=[C:59]([CH:43]([NH:13][C:10]2[CH:11]=[CH:12][C:7]([C:4]3[N:3]=[C:2]([CH3:1])[O:6][N:5]=3)=[CH:8][CH:9]=2)[C:44]#[N:45])[CH:60]=[CH:61][C:62]=1[O:67][CH3:68]. The catalyst class is: 96.